Task: Predict the product of the given reaction.. Dataset: Forward reaction prediction with 1.9M reactions from USPTO patents (1976-2016) (1) Given the reactants [N+:1]([C:4]1[CH:11]=[CH:10][CH:9]=[C:8]([CH:12]2[CH2:14][CH2:13]2)[C:5]=1[C:6]#[N:7])([O-])=O.[H][H], predict the reaction product. The product is: [NH2:1][C:4]1[CH:11]=[CH:10][CH:9]=[C:8]([CH:12]2[CH2:13][CH2:14]2)[C:5]=1[C:6]#[N:7]. (2) Given the reactants [O:1]=[C:2]1[CH2:11][CH2:10][C:9]2[C:4](=[CH:5][CH:6]=[C:7]([C:12]3[CH:17]=[CH:16][C:15]([C:18]([F:21])([F:20])[F:19])=[CH:14][CH:13]=3)[CH:8]=2)[N:3]1[CH2:22][C:23]#[N:24].[N:25]([Si](C)(C)C)=[N+:26]=[N-:27].C([Sn](=O)CCCC)CCC.CN(C)C=O, predict the reaction product. The product is: [N:24]1[NH:25][N:26]=[N:27][C:23]=1[CH2:22][N:3]1[C:4]2[C:9](=[CH:8][C:7]([C:12]3[CH:17]=[CH:16][C:15]([C:18]([F:20])([F:19])[F:21])=[CH:14][CH:13]=3)=[CH:6][CH:5]=2)[CH2:10][CH2:11][C:2]1=[O:1]. (3) Given the reactants [F:1][C:2]1[CH:3]=[C:4]([CH2:10][CH2:11][C:12]([O:14]CC)=[O:13])[CH:5]=[CH:6][C:7]=1[O:8][CH3:9].[OH-].[Na+], predict the reaction product. The product is: [F:1][C:2]1[CH:3]=[C:4]([CH2:10][CH2:11][C:12]([OH:14])=[O:13])[CH:5]=[CH:6][C:7]=1[O:8][CH3:9]. (4) The product is: [CH3:50][C:45]1[CH:46]=[CH:47][C:48]([O:1][CH2:2][CH2:3][CH2:4][N:5]2[C:14]3[C:9](=[C:10]([CH2:15][CH:16]4[S:20][C:19](=[O:21])[NH:18][C:17]4=[O:41])[CH:11]=[CH:12][CH:13]=3)[CH2:8][CH2:7][C:6]2=[O:42])=[CH:43][CH:44]=1. Given the reactants [OH:1][CH2:2][CH2:3][CH2:4][N:5]1[C:14]2[C:9](=[C:10]([CH2:15][CH:16]3[S:20][C:19](=[O:21])[N:18](C(C4C=CC=CC=4)(C4C=CC=CC=4)C4C=CC=CC=4)[C:17]3=[O:41])[CH:11]=[CH:12][CH:13]=2)[CH2:8][CH2:7][C:6]1=[O:42].[CH:43]1[C:48](O)=[CH:47][CH:46]=[C:45]([CH3:50])[CH:44]=1.C1(P(C2C=CC=CC=2)C2C=CC=CC=2)C=CC=CC=1.CCOC(N=NC(OCC)=O)=O, predict the reaction product. (5) Given the reactants FC(F)(F)C([NH:5][C:6]1[C:10]([C:11]2[S:12][C:13]([NH:16][C:17](=[O:30])[CH2:18][C:19]3[CH:24]=[CH:23][CH:22]=[C:21]([O:25][CH2:26][CH2:27][CH2:28]Cl)[CH:20]=3)=[N:14][N:15]=2)=[N:9][O:8][N:7]=1)=O.[NH:33]1[CH2:38][CH2:37][NH:36][CH2:35][CH2:34]1.CCO, predict the reaction product. The product is: [N:33]1([CH2:28][CH2:27][CH2:26][O:25][C:21]2[CH:20]=[C:19]([CH2:18][C:17]([NH:16][C:13]3[S:12][C:11]([C:10]4[C:6]([NH2:5])=[N:7][O:8][N:9]=4)=[N:15][N:14]=3)=[O:30])[CH:24]=[CH:23][CH:22]=2)[CH2:38][CH2:37][NH:36][CH2:35][CH2:34]1. (6) The product is: [F:1][C:2]1[CH:10]=[CH:9][C:8]2[C:4](=[CH:5][N:6]([CH3:11])[N:7]=2)[C:3]=1[C@@H:12]1[CH2:14][C@H:13]1[CH2:15][N:52]1[C:48](=[O:58])[C:49]2[C:50](=[CH:54][CH:55]=[CH:56][CH:57]=2)[C:51]1=[O:53]. Given the reactants [F:1][C:2]1[CH:10]=[CH:9][C:8]2[C:4](=[CH:5][N:6]([CH3:11])[N:7]=2)[C:3]=1[C@@H:12]1[CH2:14][C@H:13]1[CH2:15]O.N(C(OCC)=O)=NC(OCC)=O.C1(P(C2C=CC=CC=2)C2C=CC=CC=2)C=CC=CC=1.[C:48]1(=[O:58])[NH:52][C:51](=[O:53])[C:50]2=[CH:54][CH:55]=[CH:56][CH:57]=[C:49]12, predict the reaction product.